This data is from Experimentally validated miRNA-target interactions with 360,000+ pairs, plus equal number of negative samples. The task is: Binary Classification. Given a miRNA mature sequence and a target amino acid sequence, predict their likelihood of interaction. The miRNA is mmu-miR-466m-3p with sequence UACAUACACACAUACACACGCA. The protein sequence of the target gene is MRRYLRVVGLCLACGFCSLLYAFSQLAVSLEEGAAGGRRPQAAVVSWLADGGRGTGRGAGSAGPGRTGRYDMKTRPDEKMHLAVVACGERLEETVTMLKSALIFSIKPLHVHIFAEDQLHDSFKDRLASWSFLRRFDYSLYPITFPGDSAADWKKLFKPCASQRLFLPLILKEVDSLLYVDTDILFLRPVDDIWSLLKKFNSTQIAAMAPEHEEPRIGWYNRFARHPYYGRTGVNSGVMLMNMTRMRRKYFKNDMTTARLQWGDILMPLLKKYKLNITWGDQDLLNIVFSHNPESLFVFP.... Result: 1 (interaction).